From a dataset of KCNQ2 potassium channel screen with 302,405 compounds. Binary Classification. Given a drug SMILES string, predict its activity (active/inactive) in a high-throughput screening assay against a specified biological target. (1) The molecule is s1c2n(c(=O)cc(n2)CSc2sc(Nc3ccc(CC)cc3)nn2)cc1. The result is 0 (inactive). (2) The molecule is O=C(NCc1cc2OCOc2cc1)C12CC3CC(C2)CC(C1)C3. The result is 1 (active). (3) The compound is S(=O)(=O)(N1CCOCC1)c1cc(NC(=O)COC(=O)c2ccc(F)cc2)c(N2CCCC2)cc1. The result is 0 (inactive). (4) The molecule is O=C(Nc1c(OC)cccc1)c1c(c2c(nc1C)cccc2)C(O)=O. The result is 0 (inactive).